From a dataset of Full USPTO retrosynthesis dataset with 1.9M reactions from patents (1976-2016). Predict the reactants needed to synthesize the given product. (1) Given the product [CH:27]([CH:40]1[CH2:45][N:44]([CH2:19][C:18]2[CH:21]=[CH:22][CH:23]=[CH:24][C:17]=2[O:16][CH3:15])[CH2:43][CH2:42][N:41]1[CH3:46])([C:34]1[CH:39]=[CH:38][CH:37]=[CH:36][CH:35]=1)[C:28]1[CH:29]=[CH:30][CH:31]=[CH:32][CH:33]=1, predict the reactants needed to synthesize it. The reactants are: C(O[BH-](OC(=O)C)OC(=O)C)(=O)C.[Na+].[CH3:15][O:16][C:17]1[CH:24]=[CH:23][CH:22]=[CH:21][C:18]=1[CH:19]=O.Cl.Cl.[CH:27]([CH:40]1[CH2:45][NH:44][CH2:43][CH2:42][N:41]1[CH3:46])([C:34]1[CH:39]=[CH:38][CH:37]=[CH:36][CH:35]=1)[C:28]1[CH:33]=[CH:32][CH:31]=[CH:30][CH:29]=1. (2) Given the product [OH:1][CH:2]1[CH2:6][CH2:5][CH:4]([CH2:7][C:8]2[N:13]=[C:12]([NH:14][C:15](=[O:21])[O:16][C:17]([CH3:19])([CH3:18])[CH3:20])[CH:11]=[CH:10][CH:9]=2)[CH2:3]1, predict the reactants needed to synthesize it. The reactants are: [O:1]=[C:2]1[CH2:6][CH2:5][CH:4]([CH2:7][C:8]2[N:13]=[C:12]([NH:14][C:15](=[O:21])[O:16][C:17]([CH3:20])([CH3:19])[CH3:18])[CH:11]=[CH:10][CH:9]=2)[CH2:3]1.[BH4-].[Na+]. (3) Given the product [CH3:67][C:65]([O:68][CH2:69][C@@H:70]([C:72]([O:74][CH3:75])=[O:73])[NH:71][C:14]([C:12]1[S:13][C:9]([C:6]2[CH:5]=[CH:4][C:3]([O:2][CH3:1])=[CH:8][CH:7]=2)=[CH:10][C:11]=1[NH:17][C:18]([NH:20][C:21]1[C:26]([CH3:27])=[CH:25][C:24]([CH3:28])=[CH:23][C:22]=1[CH3:29])=[O:19])=[O:15])([CH3:64])[CH3:66], predict the reactants needed to synthesize it. The reactants are: [CH3:1][O:2][C:3]1[CH:8]=[CH:7][C:6]([C:9]2[S:13][C:12]([C:14](O)=[O:15])=[C:11]([NH:17][C:18]([NH:20][C:21]3[C:26]([CH3:27])=[CH:25][C:24]([CH3:28])=[CH:23][C:22]=3[CH3:29])=[O:19])[CH:10]=2)=[CH:5][CH:4]=1.CN(C(ON1N=NC2C=CC=NC1=2)=[N+](C)C)C.F[P-](F)(F)(F)(F)F.CCN(C(C)C)C(C)C.Cl.[CH3:64][C:65]([O:68][CH2:69][C@@H:70]([C:72]([O:74][CH3:75])=[O:73])[NH2:71])([CH3:67])[CH3:66].